From a dataset of Full USPTO retrosynthesis dataset with 1.9M reactions from patents (1976-2016). Predict the reactants needed to synthesize the given product. (1) Given the product [Br:1][C:2]1[NH:6][C:5]2[CH:14]=[C:15]([C:17]([O:19][CH3:20])=[O:18])[S:16][C:4]=2[C:3]=1[CH:21]1[CH2:26][CH2:25][CH2:24][CH2:23][CH2:22]1, predict the reactants needed to synthesize it. The reactants are: [Br:1][C:2]1[N:6](C(OC(C)(C)C)=O)[C:5]2[CH:14]=[C:15]([C:17]([O:19][CH3:20])=[O:18])[S:16][C:4]=2[C:3]=1[CH:21]1[CH2:26][CH2:25][CH2:24][CH2:23][CH2:22]1.FC(F)(F)C(O)=O. (2) Given the product [Cl:1][C:2]1[CH:3]=[CH:4][C:5]([N:8]2[CH2:13][CH2:12][N:11]([C:14]([O:16][CH2:17][CH:18]3[CH2:23][CH2:22][N:21]([CH3:24])[CH2:20][CH2:19]3)=[O:15])[CH2:10][CH2:9]2)=[CH:6][CH:7]=1, predict the reactants needed to synthesize it. The reactants are: [Cl:1][C:2]1[CH:7]=[CH:6][C:5]([N:8]2[CH2:13][CH2:12][N:11]([C:14]([O:16][CH2:17][CH:18]3[CH2:23][CH2:22][NH:21][CH2:20][CH2:19]3)=[O:15])[CH2:10][CH2:9]2)=[CH:4][CH:3]=1.[CH:24](O)=O. (3) Given the product [Cl:23][C:7]1[N:6]=[C:5]2[C:10]([NH:11][CH:12]=[N:4]2)=[C:9]([Cl:13])[N:8]=1, predict the reactants needed to synthesize it. The reactants are: C([N:4]1[CH:12]=[N:11][C:10]2[C:5]1=[N:6][C:7](N)=[N:8][C:9]=2[Cl:13])(=O)C.N(OCCC(C)C)=O.[Cl:23][Si](C)(C)C. (4) Given the product [Cl:18][C:16]1[CH:17]=[C:12]([CH:13]=[C:14]([Cl:20])[C:15]=1[OH:19])[C:10]([N:6]1[C:5]2[CH:21]=[CH:22][C:2]([NH:1][S:30]([CH3:29])(=[O:32])=[O:31])=[CH:3][C:4]=2[O:9][CH2:8][CH2:7]1)=[O:11], predict the reactants needed to synthesize it. The reactants are: [NH2:1][C:2]1[CH:22]=[CH:21][C:5]2[N:6]([C:10]([C:12]3[CH:17]=[C:16]([Cl:18])[C:15]([OH:19])=[C:14]([Cl:20])[CH:13]=3)=[O:11])[CH2:7][CH2:8][O:9][C:4]=2[CH:3]=1.N1C=CC=CC=1.[CH3:29][S:30](Cl)(=[O:32])=[O:31].CO.